Task: Predict the reaction yield, written as a fraction of the theoretical maximum amount of product (1.0 means a 100% yield; for example, 0.34 means a 34% yield).. Dataset: Reaction yield outcomes from USPTO patents with 853,638 reactions (1) The reactants are [CH2:1]([N:3]1[CH:7]=[C:6]([C:8]2[CH:13]=[CH:12][N:11]=[C:10]3[NH:14][C:15]([C:17]4[CH:22]=[CH:21][CH:20]=[C:19]([CH2:23][CH2:24]O)[CH:18]=4)=[CH:16][C:9]=23)[C:5]([C:26]2[CH:31]=[CH:30][C:29]([NH:32][C:33](=[O:37])[N:34]([CH3:36])[CH3:35])=[CH:28][CH:27]=2)=[N:4]1)[CH3:2].[CH3:38][CH2:39][N:40](CC)[CH2:41][CH3:42].N1CCCC1. The catalyst is C(Cl)Cl. The product is [CH2:1]([N:3]1[CH:7]=[C:6]([C:8]2[CH:13]=[CH:12][N:11]=[C:10]3[NH:14][C:15]([C:17]4[CH:22]=[CH:21][CH:20]=[C:19]([CH2:23][CH2:24][N:40]5[CH2:41][CH2:42][CH2:38][CH2:39]5)[CH:18]=4)=[CH:16][C:9]=23)[C:5]([C:26]2[CH:27]=[CH:28][C:29]([NH:32][C:33](=[O:37])[N:34]([CH3:36])[CH3:35])=[CH:30][CH:31]=2)=[N:4]1)[CH3:2]. The yield is 0.250. (2) The product is [Br:1][C:2]1[CH:3]=[C:4]2[NH:9][N:35]=[CH:8][C:5]2=[N:6][CH:7]=1. The yield is 0.770. The reactants are [Br:1][C:2]1[CH:3]=[C:4]([NH:9]C(=O)C)[C:5]([CH3:8])=[N:6][CH:7]=1.C([O-])(=O)C.[K+].C(O)(=O)C.C(OC(=O)C)(=O)C.C(O[N:35]=O)CC(C)C.C(=O)(O)[O-].[Na+]. The catalyst is C(Cl)(Cl)Cl.